Dataset: Reaction yield outcomes from USPTO patents with 853,638 reactions. Task: Predict the reaction yield, written as a fraction of the theoretical maximum amount of product (1.0 means a 100% yield; for example, 0.34 means a 34% yield). (1) The reactants are [CH3:1][N:2]1[C:11]2[C:6](=[CH:7][CH:8]=[CH:9][CH:10]=2)[CH2:5][CH2:4][CH2:3]1.[SH:12]([O:15]Cl)(=O)=[O:13].[Cl:17]CCl. No catalyst specified. The product is [CH3:1][N:2]1[C:11]2[C:6](=[CH:7][CH:8]=[C:9]([S:12]([Cl:17])(=[O:15])=[O:13])[CH:10]=2)[CH2:5][CH2:4][CH2:3]1. The yield is 0.0800. (2) The reactants are [CH2:1]([O:8][CH:9]1[CH2:15][CH2:14][CH2:13][N:12]([S:16]([C:19]2[CH:20]=[C:21]([CH:26]=[CH:27][C:28]=2[CH2:29][CH2:30][F:31])[C:22]([O:24]C)=[O:23])(=[O:18])=[O:17])[CH2:11][CH2:10]1)[C:2]1[CH:7]=[CH:6][CH:5]=[CH:4][CH:3]=1.Cl. The catalyst is C1COCC1.O. The product is [CH2:1]([O:8][CH:9]1[CH2:15][CH2:14][CH2:13][N:12]([S:16]([C:19]2[CH:20]=[C:21]([CH:26]=[CH:27][C:28]=2[CH2:29][CH2:30][F:31])[C:22]([OH:24])=[O:23])(=[O:17])=[O:18])[CH2:11][CH2:10]1)[C:2]1[CH:7]=[CH:6][CH:5]=[CH:4][CH:3]=1. The yield is 0.917. (3) The yield is 0.642. The product is [Br:1][C:2]1[CH:7]=[CH:6][CH:5]=[CH:4][C:3]=1[O:8][CH2:10][C:11]([CH3:14])([OH:13])[CH3:12]. The reactants are [Br:1][C:2]1[CH:7]=[CH:6][CH:5]=[CH:4][C:3]=1[OH:8].Cl[CH2:10][C:11]([CH3:14])([OH:13])[CH3:12].C(=O)([O-])[O-].[Na+].[Na+]. The catalyst is CN(C=O)C.O.